Task: Predict which catalyst facilitates the given reaction.. Dataset: Catalyst prediction with 721,799 reactions and 888 catalyst types from USPTO (1) Reactant: [F:1][C:2]1[CH:7]=[CH:6][C:5]([CH:8]2[CH2:13][CH2:12][CH2:11][C:10](=[O:14])[N:9]2[NH:15]C(=O)OC(C)(C)C)=[CH:4][CH:3]=1.C(O)(C(F)(F)F)=O. Product: [NH2:15][N:9]1[CH:8]([C:5]2[CH:6]=[CH:7][C:2]([F:1])=[CH:3][CH:4]=2)[CH2:13][CH2:12][CH2:11][C:10]1=[O:14]. The catalyst class is: 91. (2) Reactant: [F:1][C:2]1[CH:7]=[CH:6][CH:5]=[C:4]([F:8])[C:3]=1[N:9]1[C:14]2[N:15]=[C:16](S(C)=O)[N:17]=[C:18]([C:19]3[CH:20]=[C:21]([NH:26][C:27]([C:29]4[CH:33]=[CH:32][S:31][CH:30]=4)=[O:28])[CH:22]=[CH:23][C:24]=3[CH3:25])[C:13]=2[CH2:12][NH:11][C:10]1=[O:37].[NH2:38][CH:39]1[CH2:44][CH2:43][NH:42][CH2:41][CH2:40]1. The catalyst class is: 3. Product: [NH4+:9].[OH-:28].[NH2:38][CH:39]1[CH2:44][CH2:43][N:42]([C:16]2[N:17]=[C:18]([C:19]3[CH:20]=[C:21]([NH:26][C:27]([C:29]4[CH:33]=[CH:32][S:31][CH:30]=4)=[O:28])[CH:22]=[CH:23][C:24]=3[CH3:25])[C:13]3[CH2:12][NH:11][C:10](=[O:37])[N:9]([C:3]4[C:2]([F:1])=[CH:7][CH:6]=[CH:5][C:4]=4[F:8])[C:14]=3[N:15]=2)[CH2:41][CH2:40]1. (3) Reactant: [CH2:1]([N:4]([C:13]([N:15]([CH2:20][CH:21]=[CH2:22])[CH2:16][CH:17]1[CH2:19][CH2:18]1)=[O:14])[CH2:5][C:6]([O:8][C:9]([CH3:12])([CH3:11])[CH3:10])=[O:7])C=C. Product: [CH:17]1([CH2:16][N:15]2[CH2:20][CH:21]=[CH:22][CH2:1][N:4]([CH2:5][C:6]([O:8][C:9]([CH3:10])([CH3:11])[CH3:12])=[O:7])[C:13]2=[O:14])[CH2:18][CH2:19]1. The catalyst class is: 2. (4) Reactant: C(Cl)(=O)C(Cl)=O.[CH3:7][O:8][CH2:9][C@@H:10]([O:12][C:13]1[CH:14]=[C:15]([CH:19]=[C:20]([O:22][CH2:23][C:24]2[CH:29]=[CH:28][CH:27]=[CH:26][CH:25]=2)[CH:21]=1)[C:16]([OH:18])=O)[CH3:11].[NH2:30][C:31]1[CH:36]=[N:35][C:34]([CH3:37])=[CH:33][N:32]=1.N1C=CC=CC=1. Product: [CH3:11][C@H:10]([O:12][C:13]1[CH:14]=[C:15]([CH:19]=[C:20]([O:22][CH2:23][C:24]2[CH:29]=[CH:28][CH:27]=[CH:26][CH:25]=2)[CH:21]=1)[C:16]([NH:30][C:31]1[CH:36]=[N:35][C:34]([CH3:37])=[CH:33][N:32]=1)=[O:18])[CH2:9][O:8][CH3:7]. The catalyst class is: 2. (5) Reactant: [Cl:1][C:2]1[CH:7]=[C:6]([CH3:8])[C:5]([C:9](=[O:11])[CH3:10])=[C:4]([CH3:12])[CH:3]=1.[Br-:13].[Br-].[Br-].C([N+](CCCC)(CCCC)CCCC)CCC.C([N+](CCCC)(CCCC)CCCC)CCC.C([N+](CCCC)(CCCC)CCCC)CCC. Product: [Br:13][CH2:10][C:9]([C:5]1[C:4]([CH3:12])=[CH:3][C:2]([Cl:1])=[CH:7][C:6]=1[CH3:8])=[O:11]. The catalyst class is: 10. (6) Reactant: [CH3:1][C:2]1([CH3:13])[CH2:7][C:6](=[O:8])[CH2:5][C:4]([CH2:11][CH3:12])([CH2:9][CH3:10])[NH:3]1. Product: [CH3:13][C:2]1([CH3:1])[CH2:7][CH:6]([OH:8])[CH2:5][C:4]([CH2:9][CH3:10])([CH2:11][CH3:12])[NH:3]1. The catalyst class is: 5.